This data is from Full USPTO retrosynthesis dataset with 1.9M reactions from patents (1976-2016). The task is: Predict the reactants needed to synthesize the given product. (1) Given the product [NH2:25][CH2:24][C:10]1[C:11]([NH:40][CH:32]([C:26]2[CH:31]=[CH:30][CH:29]=[CH:28][CH:27]=2)[CH2:33][C:34]2[CH:39]=[CH:38][CH:37]=[CH:36][CH:35]=2)=[N:12][C:13]2[N:14]([CH3:22])[C:15](=[O:21])[N:16]([CH3:20])[C:17](=[O:19])[C:18]=2[C:9]=1[C:3]1[CH:4]=[C:5]([F:8])[CH:6]=[CH:7][C:2]=1[Br:1], predict the reactants needed to synthesize it. The reactants are: [Br:1][C:2]1[CH:7]=[CH:6][C:5]([F:8])=[CH:4][C:3]=1[C:9]1[C:18]2[C:17](=[O:19])[N:16]([CH3:20])[C:15](=[O:21])[N:14]([CH3:22])[C:13]=2[N:12]=[C:11](Cl)[C:10]=1[C:24]#[N:25].[C:26]1([CH:32]([NH2:40])[CH2:33][C:34]2[CH:39]=[CH:38][CH:37]=[CH:36][CH:35]=2)[CH:31]=[CH:30][CH:29]=[CH:28][CH:27]=1.NCC1C(N2CCOCC2)=NC2N(C)C(=O)N(C)C(=O)C=2C=1C1C=C(F)C=CC=1Br. (2) Given the product [C:30]([C:31]1[CH:3]=[CH:4][C:5]([CH2:8][CH2:9][NH:10][C:19](=[O:20])[O:21][C:22]([CH3:23])([CH3:24])[CH3:25])=[CH:33][CH:32]=1)#[N:28], predict the reactants needed to synthesize it. The reactants are: BrC1C=C[C:5]([CH2:8][CH2:9][NH2:10])=[CH:4][CH:3]=1.[C:19](O[C:19]([O:21][C:22]([CH3:25])([CH3:24])[CH3:23])=[O:20])([O:21][C:22]([CH3:25])([CH3:24])[CH3:23])=[O:20].O.[Cl-].[NH4+:28].O1[CH2:33][CH2:32][CH2:31][CH2:30]1.